Dataset: Full USPTO retrosynthesis dataset with 1.9M reactions from patents (1976-2016). Task: Predict the reactants needed to synthesize the given product. (1) The reactants are: [C:1]([O:5][C:6](=[O:35])[NH:7][C:8]1[CH:13]=[CH:12][C:11]([CH2:14][C:15](=[O:34])[NH:16][C:17]2[C:18](=[O:33])[N:19]([CH2:25][C:26]3[CH:31]=[CH:30][CH:29]=[CH:28][C:27]=3[F:32])[C:20](=[O:24])[NH:21][C:22]=2[NH2:23])=[CH:10][CH:9]=1)([CH3:4])([CH3:3])[CH3:2].[C:36](OC(N(C)C1C=CC(CC(O)=O)=CC=1)=O)(C)(C)C. Given the product [C:1]([O:5][C:6](=[O:35])[N:7]([C:8]1[CH:9]=[CH:10][C:11]([CH2:14][C:15](=[O:34])[NH:16][C:17]2[C:18](=[O:33])[N:19]([CH2:25][C:26]3[CH:31]=[CH:30][CH:29]=[CH:28][C:27]=3[F:32])[C:20](=[O:24])[NH:21][C:22]=2[NH2:23])=[CH:12][CH:13]=1)[CH3:36])([CH3:4])([CH3:2])[CH3:3], predict the reactants needed to synthesize it. (2) Given the product [Cl:8][C:5]1[CH:6]=[CH:7][C:2]([O:20][C:17]2[CH:18]=[CH:19][C:14]([C:12]#[N:13])=[CH:15][CH:16]=2)=[C:3]([N+:9]([O-:11])=[O:10])[CH:4]=1, predict the reactants needed to synthesize it. The reactants are: Br[C:2]1[CH:7]=[CH:6][C:5]([Cl:8])=[CH:4][C:3]=1[N+:9]([O-:11])=[O:10].[C:12]([C:14]1[CH:19]=[CH:18][C:17]([OH:20])=[CH:16][CH:15]=1)#[N:13].C([O-])([O-])=O.[K+].[K+].O.